From a dataset of Peptide-MHC class I binding affinity with 185,985 pairs from IEDB/IMGT. Regression. Given a peptide amino acid sequence and an MHC pseudo amino acid sequence, predict their binding affinity value. This is MHC class I binding data. (1) The peptide sequence is SVMSTFFWE. The MHC is HLA-A02:12 with pseudo-sequence HLA-A02:12. The binding affinity (normalized) is 0.0847. (2) The peptide sequence is FPYSTFPII. The MHC is HLA-B51:01 with pseudo-sequence HLA-B51:01. The binding affinity (normalized) is 0.828. (3) The peptide sequence is RSWPWQIEYIH. The MHC is Mamu-A02 with pseudo-sequence Mamu-A02. The binding affinity (normalized) is 0.597. (4) The peptide sequence is TRAVGKPLL. The MHC is HLA-B35:01 with pseudo-sequence HLA-B35:01. The binding affinity (normalized) is 0.0847. (5) The peptide sequence is LPDDFMGCVL. The MHC is HLA-A30:02 with pseudo-sequence HLA-A30:02. The binding affinity (normalized) is 0. (6) The peptide sequence is LTIKDSSNK. The MHC is HLA-A11:01 with pseudo-sequence HLA-A11:01. The binding affinity (normalized) is 0.750. (7) The peptide sequence is FPYSIPATL. The MHC is HLA-B07:02 with pseudo-sequence HLA-B07:02. The binding affinity (normalized) is 0.997. (8) The peptide sequence is LPSSSSYSY. The MHC is HLA-A26:01 with pseudo-sequence HLA-A26:01. The binding affinity (normalized) is 0.0847. (9) The peptide sequence is SCINRCFYV. The MHC is HLA-A68:02 with pseudo-sequence HLA-A68:02. The binding affinity (normalized) is 0.355. (10) The peptide sequence is IIKLPTLFGR. The MHC is Patr-A0101 with pseudo-sequence Patr-A0101. The binding affinity (normalized) is 0.165.